From a dataset of Full USPTO retrosynthesis dataset with 1.9M reactions from patents (1976-2016). Predict the reactants needed to synthesize the given product. Given the product [Cl:25][C:20]1[CH:21]=[C:22]([CH2:23][OH:24])[C:16]2[O:15][C:14]([N:11]3[CH2:12][CH2:13][NH:8][CH2:9][C@@H:10]3[CH3:26])=[N:18][C:17]=2[CH:19]=1, predict the reactants needed to synthesize it. The reactants are: C(OC([N:8]1[CH2:13][CH2:12][N:11]([C:14]2[O:15][C:16]3[C:22]([CH2:23][OH:24])=[CH:21][C:20]([Cl:25])=[CH:19][C:17]=3[N:18]=2)[C@@H:10]([CH3:26])[CH2:9]1)=O)(C)(C)C.FC(F)(F)C(O)=O.C(=O)([O-])O.[Na+].